From a dataset of Full USPTO retrosynthesis dataset with 1.9M reactions from patents (1976-2016). Predict the reactants needed to synthesize the given product. (1) The reactants are: [Cl:1][C:2]1[C:3]([F:31])=[C:4]([CH:8]=[C:9]([Cl:30])[C:10]=1[NH:11][C:12]1[N:22]=[C:21]2[C:15]([N:16]([CH3:29])[C:17](=[O:28])[CH2:18][CH2:19][N:20]2[CH:23]2[CH2:27][CH2:26][CH2:25][CH2:24]2)=[CH:14][N:13]=1)[C:5](O)=[O:6].CN(C(ON1N=NC2C=CC=NC1=2)=[N+](C)C)C.F[P-](F)(F)(F)(F)F.[NH2:56][CH:57]1[CH2:62][CH2:61][N:60]([CH3:63])[CH2:59][CH2:58]1.C(N(C(C)C)CC)(C)C. Given the product [Cl:1][C:2]1[C:3]([F:31])=[C:4]([CH:8]=[C:9]([Cl:30])[C:10]=1[NH:11][C:12]1[N:22]=[C:21]2[C:15]([N:16]([CH3:29])[C:17](=[O:28])[CH2:18][CH2:19][N:20]2[CH:23]2[CH2:27][CH2:26][CH2:25][CH2:24]2)=[CH:14][N:13]=1)[C:5]([NH:56][CH:57]1[CH2:62][CH2:61][N:60]([CH3:63])[CH2:59][CH2:58]1)=[O:6], predict the reactants needed to synthesize it. (2) Given the product [F:1][C:2]1[C:7]([F:8])=[CH:6][C:5]([C:9]2[CH:14]=[CH:13][N:12]=[CH:11][C:10]=2[N:15]([CH2:16][C:17]([F:18])([F:19])[F:20])[C:31](=[O:32])[C:30]2[CH:34]=[C:35]([C:37]([F:39])([F:38])[F:40])[CH:36]=[C:28]([S:25](=[O:26])(=[O:27])[N:24]([CH3:41])[CH3:23])[CH:29]=2)=[C:4]([O:21][CH3:22])[CH:3]=1, predict the reactants needed to synthesize it. The reactants are: [F:1][C:2]1[C:7]([F:8])=[CH:6][C:5]([C:9]2[CH:14]=[CH:13][N:12]=[CH:11][C:10]=2[NH:15][CH2:16][C:17]([F:20])([F:19])[F:18])=[C:4]([O:21][CH3:22])[CH:3]=1.[CH3:23][N:24]([CH3:41])[S:25]([C:28]1[CH:29]=[C:30]([CH:34]=[C:35]([C:37]([F:40])([F:39])[F:38])[CH:36]=1)[C:31](O)=[O:32])(=[O:27])=[O:26]. (3) Given the product [OH:30][C@H:17]([CH2:18][O:19][C:20]1[C:28]2[NH:27][C:26](=[O:29])[NH:25][C:24]=2[CH:23]=[CH:22][CH:21]=1)[CH2:16][NH:15][CH:48]1[CH2:47][CH2:46][N:45]([C:42]2[CH:43]=[CH:44][C:39]([NH:38][C:36](=[O:37])[C:35]3[CH:52]=[CH:53][C:54]([O:55][CH3:56])=[C:33]([O:32][CH3:31])[CH:34]=3)=[CH:40][CH:41]=2)[CH2:50][CH2:49]1, predict the reactants needed to synthesize it. The reactants are: C(O[BH-](OC(=O)C)OC(=O)C)(=O)C.[Na+].[NH2:15][CH2:16][C@H:17]([OH:30])[CH2:18][O:19][C:20]1[C:28]2[NH:27][C:26](=[O:29])[NH:25][C:24]=2[CH:23]=[CH:22][CH:21]=1.[CH3:31][O:32][C:33]1[CH:34]=[C:35]([CH:52]=[CH:53][C:54]=1[O:55][CH3:56])[C:36]([NH:38][C:39]1[CH:44]=[CH:43][C:42]([N:45]2[CH2:50][CH2:49][C:48](=O)[CH2:47][CH2:46]2)=[CH:41][CH:40]=1)=[O:37].C(O)(=O)C. (4) Given the product [N:1]1[C:5]2[C:6]3[CH:12]=[CH:11][S:10][C:7]=3[CH2:8][CH2:9][C:4]=2[S:3][C:2]=1[NH:13][S:20]([C:14]1[CH:19]=[CH:18][CH:17]=[CH:16][CH:15]=1)(=[O:22])=[O:21], predict the reactants needed to synthesize it. The reactants are: [N:1]1[C:5]2[C:6]3[CH:12]=[CH:11][S:10][C:7]=3[CH2:8][CH2:9][C:4]=2[S:3][C:2]=1[NH2:13].[C:14]1([S:20](Cl)(=[O:22])=[O:21])[CH:19]=[CH:18][CH:17]=[CH:16][CH:15]=1. (5) The reactants are: [CH2:1]([O:3][C:4](=[O:38])[C@H:5]([CH2:20][CH2:21][CH2:22][CH2:23][NH:24][C:25](=[O:37])[CH2:26][CH2:27][CH2:28][CH2:29][CH2:30][CH2:31][CH2:32][CH2:33][CH2:34][CH2:35][CH3:36])[NH:6][C:7](=[O:19])[CH2:8][CH2:9][CH2:10][CH2:11][CH2:12][CH2:13][CH2:14][CH2:15][CH2:16][CH2:17]Br)[CH3:2].C(O)C.[CH3:42][NH:43][CH3:44]. Given the product [CH2:1]([O:3][C:4](=[O:38])[C@H:5]([CH2:20][CH2:21][CH2:22][CH2:23][NH:24][C:25](=[O:37])[CH2:26][CH2:27][CH2:28][CH2:29][CH2:30][CH2:31][CH2:32][CH2:33][CH2:34][CH2:35][CH3:36])[NH:6][C:7](=[O:19])[CH2:8][CH2:9][CH2:10][CH2:11][CH2:12][CH2:13][CH2:14][CH2:15][CH2:16][CH2:17][N:43]([CH3:44])[CH3:42])[CH3:2], predict the reactants needed to synthesize it. (6) The reactants are: [C:1]([N:8]1[CH2:13][CH2:12][NH:11][CH2:10][CH2:9]1)([O:3][C:4]([CH3:7])([CH3:6])[CH3:5])=[O:2].C(N(C(C)C)CC)(C)C.[F:23][C:24]([F:35])([F:34])[C:25]1[CH:33]=[CH:32][CH:31]=[CH:30][C:26]=1[C:27](Cl)=[O:28]. Given the product [C:4]([O:3][C:1]([N:8]1[CH2:9][CH2:10][N:11]([C:27](=[O:28])[C:26]2[CH:30]=[CH:31][CH:32]=[CH:33][C:25]=2[C:24]([F:23])([F:34])[F:35])[CH2:12][CH2:13]1)=[O:2])([CH3:7])([CH3:6])[CH3:5], predict the reactants needed to synthesize it.